Dataset: Reaction yield outcomes from USPTO patents with 853,638 reactions. Task: Predict the reaction yield, written as a fraction of the theoretical maximum amount of product (1.0 means a 100% yield; for example, 0.34 means a 34% yield). The product is [C:1]([O:5][C:6](=[O:17])[C:7](=[N:23][NH:22][C:18]([CH3:21])([CH3:20])[CH3:19])[C:9]1[C:10]([F:16])=[N:11][C:12]([F:15])=[CH:13][CH:14]=1)([CH3:4])([CH3:3])[CH3:2]. The catalyst is CCO. The reactants are [C:1]([O:5][C:6](=[O:17])[C:7]([C:9]1[C:10]([F:16])=[N:11][C:12]([F:15])=[CH:13][CH:14]=1)=O)([CH3:4])([CH3:3])[CH3:2].[C:18]([NH:22][NH2:23])([CH3:21])([CH3:20])[CH3:19].C(N(CC)CC)C. The yield is 0.220.